From a dataset of Forward reaction prediction with 1.9M reactions from USPTO patents (1976-2016). Predict the product of the given reaction. (1) Given the reactants [CH3:1][C:2]1[NH:6][C:5]2[CH:7]=[CH:8][CH:9]=[C:10]([N+:11]([O-])=O)[C:4]=2[N:3]=1, predict the reaction product. The product is: [CH3:1][C:2]1[NH:6][C:5]2[CH:7]=[CH:8][CH:9]=[C:10]([NH2:11])[C:4]=2[N:3]=1. (2) Given the reactants [CH2:1]([C:3]1[CH:8]=[CH:7][C:6]([C:9]2[C:17]3[C:16](=O)[NH:15][CH:14]=[N:13][C:12]=3[O:11][C:10]=2[I:19])=[CH:5][CH:4]=1)[CH3:2].P(Cl)(Cl)([Cl:22])=O, predict the reaction product. The product is: [Cl:22][C:16]1[C:17]2[C:9]([C:6]3[CH:7]=[CH:8][C:3]([CH2:1][CH3:2])=[CH:4][CH:5]=3)=[C:10]([I:19])[O:11][C:12]=2[N:13]=[CH:14][N:15]=1. (3) The product is: [CH3:12][C:13]1[CH:14]=[C:15]([CH:16]=[C:17]([CH3:19])[CH:18]=1)[O:5][CH:6]1[CH2:9][CH:8]([C:10]#[N:11])[CH2:7]1. Given the reactants CS([O:5][CH:6]1[CH2:9][CH:8]([C:10]#[N:11])[CH2:7]1)(=O)=O.[CH3:12][C:13]1[CH:14]=[C:15](O)[CH:16]=[C:17]([CH3:19])[CH:18]=1.C([O-])([O-])=O.[K+].[K+].O, predict the reaction product.